Predict the reaction yield, written as a fraction of the theoretical maximum amount of product (1.0 means a 100% yield; for example, 0.34 means a 34% yield). From a dataset of Reaction yield outcomes from USPTO patents with 853,638 reactions. (1) The reactants are [Cl:1][C:2]1[CH:3]=[C:4]([C:12]([OH:14])=O)[CH:5]=[N:6][C:7]=1[O:8][CH:9]([CH3:11])[CH3:10].C(N(CC)CC)C.C1C=CC2N(O)N=NC=2C=1.C(Cl)CCl.O[NH:37][C:38](=[NH:57])[C:39]1[CH:47]=[CH:46][CH:45]=[C:44]2[C:40]=1[CH:41]=[N:42][N:43]2[CH2:48][C:49]([CH3:56])([CH3:55])[C:50]([O:52][CH2:53][CH3:54])=[O:51]. The catalyst is CN(C)C=O.CCOC(C)=O. The product is [Cl:1][C:2]1[CH:3]=[C:4]([C:12]2[O:14][N:37]=[C:38]([C:39]3[CH:47]=[CH:46][CH:45]=[C:44]4[C:40]=3[CH:41]=[N:42][N:43]4[CH2:48][C:49]([CH3:55])([CH3:56])[C:50]([O:52][CH2:53][CH3:54])=[O:51])[N:57]=2)[CH:5]=[N:6][C:7]=1[O:8][CH:9]([CH3:10])[CH3:11]. The yield is 0.170. (2) The reactants are [Br:1][C:2]1[CH:3]=[N:4][C:5]([N:8]2[CH2:13][CH2:12][NH:11][CH2:10][CH2:9]2)=[N:6][CH:7]=1.C([O-])([O-])=O.[K+].[K+].Br[CH2:21][CH2:22][OH:23].O. The catalyst is CC(C)=O. The product is [Br:1][C:2]1[CH:3]=[N:4][C:5]([N:8]2[CH2:9][CH2:10][N:11]([CH2:21][CH2:22][OH:23])[CH2:12][CH2:13]2)=[N:6][CH:7]=1. The yield is 0.470. (3) The reactants are [S-:1][C:2]#[N:3].[NH4+].C(Cl)(=O)C1C=CC=CC=1.[NH2:14][C:15]1[CH:20]=[CH:19][C:18]([Br:21])=[CH:17][N:16]=1. The catalyst is CC(C)=O. The product is [Br:21][C:18]1[CH:19]=[CH:20][C:15]([NH:14][C:2]([NH2:3])=[S:1])=[N:16][CH:17]=1. The yield is 0.630. (4) The reactants are [O:1]=[C:2]1[N:10]([CH2:11][CH2:12][CH3:13])[C:9]2[N:8]=[C:7]([C:14]34[CH2:21][CH2:20][C:17]([CH2:22][CH2:23][C:24](O)=[O:25])([CH2:18][CH2:19]3)[CH2:16][CH2:15]4)[NH:6][C:5]=2[C:4](=[O:27])[N:3]1[CH2:28][CH2:29][CH3:30]. The catalyst is C1COCC1.CO. The product is [OH:25][CH2:24][CH2:23][CH2:22][C:17]12[CH2:16][CH2:15][C:14]([C:7]3[NH:6][C:5]4[C:4](=[O:27])[N:3]([CH2:28][CH2:29][CH3:30])[C:2](=[O:1])[N:10]([CH2:11][CH2:12][CH3:13])[C:9]=4[N:8]=3)([CH2:21][CH2:20]1)[CH2:19][CH2:18]2. The yield is 0.860. (5) The reactants are [Cl:1][C:2]1[CH:3]=[C:4]([C:8]2[O:12][C:11]([C:13]([O:15]CC)=O)=[N:10][CH:9]=2)[CH:5]=[CH:6][CH:7]=1.[NH2:18][C@@H:19]1[CH:24]2[CH2:25][CH2:26][N:21]([CH2:22][CH2:23]2)[CH2:20]1.O.[C:28]1([CH3:38])[CH:33]=[CH:32][C:31]([S:34]([OH:37])(=[O:36])=[O:35])=[CH:30][CH:29]=1. The catalyst is CCO. The product is [CH3:38][C:28]1[CH:29]=[CH:30][C:31]([S:34]([OH:37])(=[O:36])=[O:35])=[CH:32][CH:33]=1.[N:21]12[CH2:26][CH2:25][CH:24]([CH2:23][CH2:22]1)[C@@H:19]([NH:18][C:13]([C:11]1[O:12][C:8]([C:4]3[CH:5]=[CH:6][CH:7]=[C:2]([Cl:1])[CH:3]=3)=[CH:9][N:10]=1)=[O:15])[CH2:20]2. The yield is 0.650.